Dataset: Reaction yield outcomes from USPTO patents with 853,638 reactions. Task: Predict the reaction yield, written as a fraction of the theoretical maximum amount of product (1.0 means a 100% yield; for example, 0.34 means a 34% yield). (1) The reactants are [CH3:1][C:2]1[CH:7]=[CH:6][C:5]([S:8]([O:11][CH2:12][CH:13]2[CH2:17][C:16]3[CH:18]=[CH:19][CH:20]=[C:21](Br)[C:15]=3[O:14]2)(=[O:10])=[O:9])=[CH:4][CH:3]=1.[Cl:23][C:24]1[CH:25]=[CH:26][C:27]([O:33][CH3:34])=[C:28](B(O)O)[CH:29]=1. The yield is 0.660. The product is [CH3:1][C:2]1[CH:7]=[CH:6][C:5]([S:8]([O:11][CH2:12][CH:13]2[CH2:17][C:16]3[CH:18]=[CH:19][CH:20]=[C:21]([C:26]4[CH:25]=[C:24]([Cl:23])[CH:29]=[CH:28][C:27]=4[O:33][CH3:34])[C:15]=3[O:14]2)(=[O:10])=[O:9])=[CH:4][CH:3]=1. No catalyst specified. (2) The reactants are [CH:1]([CH:3]=[CH2:4])=[O:2].[C:5](=O)([O-])[O-].[K+].[K+].I[C:12]1[CH:13]=[C:14]([CH:19]=[CH:20][CH:21]=1)[C:15]([O:17][CH3:18])=[O:16]. The catalyst is [Br-].C([N+](CCCC)(CCCC)CCCC)CCC.CN(C=O)C.C(OCC)(=O)C.C([O-])(=O)C.[Pd+2].C([O-])(=O)C. The product is [O:2]=[CH:1][CH:3]=[CH:4][C:12]1[CH:13]=[C:14]([CH:19]=[CH:20][CH:21]=1)[C:15]([O:17][CH2:18][CH3:5])=[O:16]. The yield is 0.960. (3) The reactants are I[C:2]1[CH:7]=[CH:6][C:5]([C:8](=[C:16]2[CH2:21][C:20]([CH3:23])([CH3:22])[CH2:19][C:18]([CH3:25])([CH3:24])[CH2:17]2)[C:9]2[CH:14]=[CH:13][C:12]([OH:15])=[CH:11][CH:10]=2)=[CH:4][CH:3]=1.C(N(CC)C(C)C)(C)C.[CH3:35][Si:36]([C:39]#[CH:40])([CH3:38])[CH3:37].[NH4+].[Cl-]. The catalyst is CN(C=O)C.Cl[Pd](Cl)([P](C1C=CC=CC=1)(C1C=CC=CC=1)C1C=CC=CC=1)[P](C1C=CC=CC=1)(C1C=CC=CC=1)C1C=CC=CC=1.[Cu]I.O. The product is [CH3:22][C:20]1([CH3:23])[CH2:19][C:18]([CH3:24])([CH3:25])[CH2:17][C:16](=[C:8]([C:5]2[CH:4]=[CH:3][C:2]([C:40]#[C:39][Si:36]([CH3:38])([CH3:37])[CH3:35])=[CH:7][CH:6]=2)[C:9]2[CH:14]=[CH:13][C:12]([OH:15])=[CH:11][CH:10]=2)[CH2:21]1. The yield is 0.640. (4) The yield is 1.00. The catalyst is S(=O)(=O)(O)O. The product is [C:18]([O:12][C:11](=[O:13])[C:10]1[C:9](=[CH:8][C:7]([NH:6][C:1](=[O:5])[C:2]([CH3:4])=[CH2:3])=[CH:15][CH:14]=1)[OH:16])(=[O:20])[CH3:19]. The reactants are [C:1]([NH:6][C:7]1[CH:8]=[C:9]([OH:16])[C:10](=[CH:14][CH:15]=1)[C:11]([OH:13])=[O:12])(=[O:5])[C:2]([CH3:4])=[CH2:3].O.[C:18](OC(=O)C)(=[O:20])[CH3:19]. (5) The reactants are C(N(CC)CC)C.[Si:8]([O:15][CH2:16][C@@H:17]([C:19]1[CH:24]=[CH:23][C:22]([F:25])=[C:21]([Cl:26])[CH:20]=1)[OH:18])([C:11]([CH3:14])([CH3:13])[CH3:12])([CH3:10])[CH3:9].[CH3:27][S:28](Cl)(=[O:30])=[O:29]. The catalyst is C(Cl)Cl. The product is [CH3:27][S:28]([O:18][C@H:17]([C:19]1[CH:24]=[CH:23][C:22]([F:25])=[C:21]([Cl:26])[CH:20]=1)[CH2:16][O:15][Si:8]([C:11]([CH3:14])([CH3:13])[CH3:12])([CH3:10])[CH3:9])(=[O:30])=[O:29]. The yield is 0.989. (6) The reactants are [CH3:1][C@@:2]([S:26]([CH3:29])(=[O:28])=[O:27])([CH2:13][CH2:14][N:15]1[CH:19]=[C:18]([C:20]2[CH:25]=[CH:24][CH:23]=[CH:22][CH:21]=2)[CH:17]=[N:16]1)[C:3]([NH:5][O:6]C1CCCCO1)=[O:4].Cl. The catalyst is C1COCC1. The product is [OH:6][NH:5][C:3](=[O:4])[C@:2]([CH3:1])([S:26]([CH3:29])(=[O:28])=[O:27])[CH2:13][CH2:14][N:15]1[CH:19]=[C:18]([C:20]2[CH:25]=[CH:24][CH:23]=[CH:22][CH:21]=2)[CH:17]=[N:16]1. The yield is 0.910. (7) The reactants are C([O:3][CH2:4][CH2:5][O:6][NH:7][C:8]([C:10]1[CH:11]=[CH:12][C:13]2[N:14]([CH:25]=[N:26][CH:27]=2)[C:15]=1[NH:16][C:17]1[CH:22]=[CH:21][C:20]([I:23])=[CH:19][C:18]=1[F:24])=[O:9])=C.Cl. The catalyst is CO. The product is [OH:3][CH2:4][CH2:5][O:6][NH:7][C:8]([C:10]1[CH:11]=[CH:12][C:13]2[N:14]([CH:25]=[N:26][CH:27]=2)[C:15]=1[NH:16][C:17]1[CH:22]=[CH:21][C:20]([I:23])=[CH:19][C:18]=1[F:24])=[O:9]. The yield is 0.900. (8) The reactants are [NH:1]1[C:11]2[C:6](=[CH:7][CH:8]=[CH:9][CH:10]=2)[C:4](=O)[C:2]1=[O:3].[C:12]([C:16]1[CH:21]=[CH:20][CH:19]=[CH:18][CH:17]=1)(=O)[CH2:13][CH3:14].[OH-:22].[K+]. The catalyst is C(O)C.O. The product is [CH3:14][C:13]1[C:12]([C:16]2[CH:21]=[CH:20][CH:19]=[CH:18][CH:17]=2)=[N:1][C:11]2[C:6]([C:4]=1[C:2]([OH:22])=[O:3])=[CH:7][CH:8]=[CH:9][CH:10]=2. The yield is 0.850. (9) The catalyst is P(Cl)(Cl)(Cl)=O. The product is [Cl:13][C:3]1[C:2]([F:1])=[CH:7][C:6]([N+:8]([O-:10])=[O:9])=[CH:5][N:4]=1. The yield is 0.970. The reactants are [F:1][C:2]1[C:3](O)=[N:4][CH:5]=[C:6]([N+:8]([O-:10])=[O:9])[CH:7]=1.P(Cl)(Cl)(Cl)(Cl)[Cl:13].